This data is from Full USPTO retrosynthesis dataset with 1.9M reactions from patents (1976-2016). The task is: Predict the reactants needed to synthesize the given product. (1) Given the product [CH2:2]([N:9]1[CH2:14][CH2:13][C:12](=[O:15])[C:11]([CH3:21])([C:16]([O:18][CH2:19][CH3:20])=[O:17])[CH2:10]1)[C:3]1[CH:4]=[CH:5][CH:6]=[CH:7][CH:8]=1, predict the reactants needed to synthesize it. The reactants are: Cl.[CH2:2]([N:9]1[CH2:14][CH2:13][C:12](=[O:15])[CH:11]([C:16]([O:18][CH2:19][CH3:20])=[O:17])[CH2:10]1)[C:3]1[CH:8]=[CH:7][CH:6]=[CH:5][CH:4]=1.[CH3:21]N(C=O)C.[OH-].[K+].IC. (2) Given the product [CH2:1]([O:8][C:12]1[CH:17]=[CH:16][C:15]([N+:18]([O-:20])=[O:19])=[C:14]([O:8][CH2:1][C:2]2[CH:7]=[CH:6][CH:5]=[CH:4][CH:3]=2)[C:13]=1[F:22])[C:2]1[CH:7]=[CH:6][CH:5]=[CH:4][CH:3]=1, predict the reactants needed to synthesize it. The reactants are: [CH2:1]([OH:8])[C:2]1[CH:7]=[CH:6][CH:5]=[CH:4][CH:3]=1.[H-].[Na+].F[C:12]1[CH:17]=[CH:16][C:15]([N+:18]([O-:20])=[O:19])=[C:14](F)[C:13]=1[F:22].